From a dataset of Reaction yield outcomes from USPTO patents with 853,638 reactions. Predict the reaction yield, written as a fraction of the theoretical maximum amount of product (1.0 means a 100% yield; for example, 0.34 means a 34% yield). (1) The reactants are [F:1][CH:2]([F:13])[O:3][C:4]1[CH:9]=[CH:8][C:7]([N+:10]([O-])=O)=[CH:6][N:5]=1.C(O)(=O)C. The catalyst is CO.[Pd]. The product is [F:13][CH:2]([F:1])[O:3][C:4]1[N:5]=[CH:6][C:7]([NH2:10])=[CH:8][CH:9]=1. The yield is 1.05. (2) The catalyst is C1(C)C=CC=CC=1.CC([O-])=O.CC([O-])=O.[Pd+2]. The reactants are Br[C:2]1[CH:7]=[CH:6][N:5]=[C:4]([NH2:8])[CH:3]=1.[O-]P([O-])([O-])=O.[K+].[K+].[K+].P([CH:30]1[CH2:35][CH2:34]CCC1)(C1CCCCC1)C1CCCCC1.O. The yield is 0.562. The product is [CH:34]1([C:2]2[CH:7]=[CH:6][N:5]=[C:4]([NH2:8])[CH:3]=2)[CH2:35][CH2:30]1. (3) The reactants are [OH:1][CH2:2][CH2:3][O:4][C:5]1[CH:6]=[CH:7][C:8]([C:21]2[NH:30][C:29](=[O:31])[C:28]3[C:23](=[CH:24][C:25]([O:34][CH3:35])=[CH:26][C:27]=3[O:32][CH3:33])[N:22]=2)=[N:9][C:10]=1[C:11]1[CH:16]=[CH:15][C:14]([S:17]([CH3:20])(=[O:19])=[O:18])=[CH:13][CH:12]=1.[CH3:36][S:37]([OH:40])(=[O:39])=[O:38]. The catalyst is ClCCl.CO. The product is [CH3:36][S:37]([OH:40])(=[O:39])=[O:38].[OH:1][CH2:2][CH2:3][O:4][C:5]1[CH:6]=[CH:7][C:8]([C:21]2[NH:30][C:29](=[O:31])[C:28]3[C:23](=[CH:24][C:25]([O:34][CH3:35])=[CH:26][C:27]=3[O:32][CH3:33])[N:22]=2)=[N:9][C:10]=1[C:11]1[CH:12]=[CH:13][C:14]([S:17]([CH3:20])(=[O:19])=[O:18])=[CH:15][CH:16]=1. The yield is 0.860. (4) The reactants are [NH:1]1[C:9]2[C:4](=[CH:5][CH:6]=[CH:7][CH:8]=2)[CH2:3][C:2]1=[O:10].[N+:11]([O-])([OH:13])=[O:12]. The catalyst is S(=O)(=O)(O)O. The product is [N+:11]([C:6]1[CH:5]=[C:4]2[C:9](=[CH:8][CH:7]=1)[NH:1][C:2](=[O:10])[CH2:3]2)([O-:13])=[O:12]. The yield is 0.700. (5) The reactants are [N:1]1([C:7]2[N:12]=[CH:11][C:10]([NH2:13])=[C:9]([C:14]3[CH:19]=[CH:18][CH:17]=[CH:16][C:15]=3[CH3:20])[CH:8]=2)[CH2:6][CH2:5][O:4][CH2:3][CH2:2]1.[H-].[Al+3].[Li+].[H-].[H-].[H-].Cl.[OH-].[Na+].[CH:30](OC)(OC)OC. The catalyst is FC(F)(F)C(O)=O.O1CCCC1. The product is [CH3:30][NH:13][C:10]1[CH:11]=[N:12][C:7]([N:1]2[CH2:6][CH2:5][O:4][CH2:3][CH2:2]2)=[CH:8][C:9]=1[C:14]1[CH:19]=[CH:18][CH:17]=[CH:16][C:15]=1[CH3:20]. The yield is 0.660. (6) The reactants are F[C:2]1[N:9]=[C:8]([F:10])[CH:7]=[CH:6][C:3]=1[CH:4]=O.[NH2:11][C:12]1[CH:17]=[CH:16][C:15]([CH3:18])=[CH:14][C:13]=1[OH:19].[CH3:20]/[C:21](/[C:24]([CH3:26])=O)=[N:22]\O. The catalyst is C(O)(=O)C.[Zn]. The product is [F:10][C:8]1[CH:7]=[CH:6][C:3]2[C:4]3[N:11]([C:24]([CH3:26])=[C:21]([CH3:20])[N:22]=3)[C:12]3[CH:17]=[CH:16][C:15]([CH3:18])=[CH:14][C:13]=3[O:19][C:2]=2[N:9]=1. The yield is 0.680. (7) No catalyst specified. The product is [NH2:9][C:1]1[NH:4][C:5](=[O:7])[NH:6][C:18](=[O:20])[CH:19]=1. The yield is 0.250. The reactants are [CH2:1]([NH:4][C:5](=[O:7])[NH2:6])CC.C(CC(O)=O)#[N:9].C(O[C:18](=[O:20])[CH3:19])(=O)C. (8) The reactants are [C:1]([O:5][C:6]([N:8]1[CH2:13][CH2:12][CH:11]([CH2:14][CH2:15][CH2:16]OS(C)(=O)=O)[CH2:10][CH2:9]1)=[O:7])([CH3:4])([CH3:3])[CH3:2].[CH3:22][N:23](C)C=O. No catalyst specified. The product is [C:1]([O:5][C:6]([N:8]1[CH2:13][CH2:12][CH:11]([CH2:14][CH2:15][CH2:16][C:22]#[N:23])[CH2:10][CH2:9]1)=[O:7])([CH3:4])([CH3:3])[CH3:2]. The yield is 0.870. (9) The reactants are [Cl:1][C:2]([Cl:7])([Cl:6])[C:3](Cl)=[O:4].[CH2:8]([O:10]/[CH:11]=[CH:12]/[CH3:13])[CH3:9]. The catalyst is ClCCl.N1C=CC=CC=1. The product is [Cl:1][C:2]([Cl:7])([Cl:6])[C:3](=[O:4])/[C:12](/[CH3:13])=[CH:11]/[O:10][CH2:8][CH3:9]. The yield is 0.740. (10) The reactants are [CH2:1]([O:3][C:4](=[O:21])[C:5]([CH:7]1[C:12](=O)[CH2:11][CH2:10][N:9]([C:14]([O:16][C:17]([CH3:20])([CH3:19])[CH3:18])=[O:15])[CH2:8]1)=O)[CH3:2].Cl.[Br:23][C:24]1[CH:25]=[C:26]([NH:30][NH2:31])[CH:27]=[CH:28][CH:29]=1. No catalyst specified. The product is [Br:23][C:24]1[CH:25]=[C:26]([N:30]2[C:12]3[CH2:11][CH2:10][N:9]([C:14]([O:16][C:17]([CH3:20])([CH3:19])[CH3:18])=[O:15])[CH2:8][C:7]=3[C:5]([C:4]([O:3][CH2:1][CH3:2])=[O:21])=[N:31]2)[CH:27]=[CH:28][CH:29]=1. The yield is 0.110.